Task: Regression. Given two drug SMILES strings and cell line genomic features, predict the synergy score measuring deviation from expected non-interaction effect.. Dataset: NCI-60 drug combinations with 297,098 pairs across 59 cell lines (1) Drug 1: CNC(=O)C1=NC=CC(=C1)OC2=CC=C(C=C2)NC(=O)NC3=CC(=C(C=C3)Cl)C(F)(F)F. Drug 2: C1CCC(C(C1)N)N.C(=O)(C(=O)[O-])[O-].[Pt+4]. Cell line: HCC-2998. Synergy scores: CSS=15.2, Synergy_ZIP=-4.27, Synergy_Bliss=1.43, Synergy_Loewe=-3.27, Synergy_HSA=-1.53. (2) Drug 1: CC(C1=C(C=CC(=C1Cl)F)Cl)OC2=C(N=CC(=C2)C3=CN(N=C3)C4CCNCC4)N. Drug 2: C(CCl)NC(=O)N(CCCl)N=O. Cell line: HT29. Synergy scores: CSS=3.72, Synergy_ZIP=-1.00, Synergy_Bliss=-1.18, Synergy_Loewe=-7.87, Synergy_HSA=-4.21. (3) Drug 1: C1=C(C(=O)NC(=O)N1)F. Drug 2: CN1C=C(C=N1)C2=C3N=C(C(=C(N3N=C2)N)Br)C4CCCNC4. Cell line: SW-620. Synergy scores: CSS=35.4, Synergy_ZIP=4.14, Synergy_Bliss=5.31, Synergy_Loewe=-1.11, Synergy_HSA=5.57.